This data is from Forward reaction prediction with 1.9M reactions from USPTO patents (1976-2016). The task is: Predict the product of the given reaction. (1) Given the reactants [Cl:1][C:2]1[C:3]([O:5][CH2:6][C:7]=1[C:8]1[CH:13]=[CH:12][C:11](SC)=[CH:10][CH:9]=1)=[O:4].O[O:17][S:18]([O-:20])=O.[K+].S([O-])(O[O-])(=O)=O.[K+].[K+].[CH3:30]C(C)=O, predict the reaction product. The product is: [Cl:1][C:2]1[C:3]([O:5][CH2:6][C:7]=1[C:8]1[CH:9]=[CH:10][C:11]([S:18]([CH3:30])(=[O:20])=[O:17])=[CH:12][CH:13]=1)=[O:4]. (2) The product is: [Cl:1][C:2]1[CH:3]=[C:4]2[C:8](=[CH:9][C:10]=1[Cl:11])[CH2:7][N:6]([C:12]1[CH:17]=[CH:16][CH:15]=[CH:14][C:13]=1/[CH:18]=[CH:19]/[C:20]([NH:24][OH:25])=[O:22])[CH2:5]2. Given the reactants [Cl:1][C:2]1[CH:3]=[C:4]2[C:8](=[CH:9][C:10]=1[Cl:11])[CH2:7][N:6]([C:12]1[CH:17]=[CH:16][CH:15]=[CH:14][C:13]=1/[CH:18]=[CH:19]/[C:20]([O:22]C)=O)[CH2:5]2.[NH2:24][OH:25].[OH-].[Na+], predict the reaction product. (3) Given the reactants [NH:1]1[C:10]2[C:5](=[CH:6][CH:7]=[CH:8][CH:9]=2)[CH2:4][CH2:3][CH2:2]1.[N:11]([C:14]1[CH:22]=[CH:21][C:17]([C:18](O)=[O:19])=[CH:16][CH:15]=1)=[N+:12]=[N-:13].Cl.CN(C)CCCN=C=NCC, predict the reaction product. The product is: [N:11]([C:14]1[CH:15]=[CH:16][C:17]([C:18]([N:1]2[C:10]3[C:5](=[CH:6][CH:7]=[CH:8][CH:9]=3)[CH2:4][CH2:3][CH2:2]2)=[O:19])=[CH:21][CH:22]=1)=[N+:12]=[N-:13]. (4) Given the reactants [F:1][C:2]1[CH:3]=[C:4]2[C:8](=[C:9]([NH:11][S:12]([C:15]3[S:16][CH:17]=[CH:18][CH:19]=3)(=[O:14])=[O:13])[CH:10]=1)[NH:7][C:6]([C:20](O)=[O:21])=[CH:5]2.[CH2:23]([S:30][C:31]([CH3:35])([CH3:34])[CH2:32][NH2:33])[C:24]1[CH:29]=[CH:28][CH:27]=[CH:26][CH:25]=1.N1(O)C2C=CC=CC=2N=N1.Cl.CN(C)CCCN=C=NCC, predict the reaction product. The product is: [CH2:23]([S:30][C:31]([CH3:35])([CH3:34])[CH2:32][NH:33][C:20]([C:6]1[NH:7][C:8]2[C:4]([CH:5]=1)=[CH:3][C:2]([F:1])=[CH:10][C:9]=2[NH:11][S:12]([C:15]1[S:16][CH:17]=[CH:18][CH:19]=1)(=[O:14])=[O:13])=[O:21])[C:24]1[CH:29]=[CH:28][CH:27]=[CH:26][CH:25]=1.